From a dataset of Reaction yield outcomes from USPTO patents with 853,638 reactions. Predict the reaction yield, written as a fraction of the theoretical maximum amount of product (1.0 means a 100% yield; for example, 0.34 means a 34% yield). (1) The product is [N:30]1([C:22]([C:9]2[C:10]3[CH2:11][CH2:12][CH:13]([C:16]4[CH:17]=[CH:18][CH:19]=[CH:20][CH:21]=4)[O:14][C:15]=3[C:4]3[N:3]=[C:2]([CH3:1])[N:6]([CH3:7])[C:5]=3[CH:8]=2)=[O:24])[CH2:38][CH2:33][CH2:34]1. The catalyst is ClCCl. The reactants are [CH3:1][C:2]1[N:6]([CH3:7])[C:5]2[CH:8]=[C:9]([C:22]([OH:24])=O)[C:10]3[CH2:11][CH2:12][CH:13]([C:16]4[CH:21]=[CH:20][CH:19]=[CH:18][CH:17]=4)[O:14][C:15]=3[C:4]=2[N:3]=1.F[B-](F)(F)F.[N:30]1(OC(N(C)C)=[N+](C)C)[C:34]2C=CC=[CH:38][C:33]=2N=N1.N1CCC1.O. The yield is 0.610. (2) The reactants are [Cl:1][C:2]1[CH:7]=[C:6]([Cl:8])[CH:5]=[CH:4][C:3]=1[C:9]1[C:14]([C:15]#[N:16])=[CH:13][C:12]([NH:17][NH2:18])=[N:11][CH:10]=1.[CH:19](O)=O. No catalyst specified. The product is [Cl:1][C:2]1[CH:7]=[C:6]([Cl:8])[CH:5]=[CH:4][C:3]=1[C:9]1[C:14]([C:15]#[N:16])=[CH:13][C:12]2[N:11]([CH:19]=[N:18][N:17]=2)[CH:10]=1. The yield is 0.860. (3) The reactants are [CH:1]([NH:4][CH2:5][C:6]([CH3:19])([S:8][C:9]1[CH:18]=[CH:17][C:12]2[N:13]=[C:14]([NH2:16])[S:15][C:11]=2[CH:10]=1)[CH3:7])([CH3:3])[CH3:2].Cl.OO.C(=O)([O-])[OH:24].[Na+].[OH2:28]. The catalyst is CO.O.O.[O-][W]([O-])(=O)=O.[Na+].[Na+]. The product is [CH:1]([NH:4][CH2:5][C:6]([CH3:7])([S:8]([C:9]1[CH:18]=[CH:17][C:12]2[N:13]=[C:14]([NH2:16])[S:15][C:11]=2[CH:10]=1)(=[O:24])=[O:28])[CH3:19])([CH3:3])[CH3:2]. The yield is 0.400. (4) The reactants are [O:1]=[C:2]1[C:10](=[O:11])[C:9]2[C:4](=[CH:5][CH:6]=[C:7]([C:12]3([C:16]([OH:18])=[O:17])[CH2:15][CH2:14][CH2:13]3)[CH:8]=2)[NH:3]1.O.[C:20]1(C)C=CC(S(O)(=O)=O)=C[CH:21]=1. The catalyst is C(O)C. The product is [O:1]=[C:2]1[C:10](=[O:11])[C:9]2[C:4](=[CH:5][CH:6]=[C:7]([C:12]3([C:16]([O:18][CH2:20][CH3:21])=[O:17])[CH2:13][CH2:14][CH2:15]3)[CH:8]=2)[NH:3]1. The yield is 0.300.